From a dataset of Full USPTO retrosynthesis dataset with 1.9M reactions from patents (1976-2016). Predict the reactants needed to synthesize the given product. (1) Given the product [Cl:18][C:13]1[CH:14]=[CH:15][CH:16]=[CH:17][C:12]=1[C:9]1[N:5]2[C:6]([CH3:8])=[CH:7][C:2]([C:26]3[CH:25]=[C:24]([CH:29]=[CH:28][C:27]=3[CH3:30])[C:23]([NH:22][CH:19]3[CH2:20][CH2:21]3)=[O:40])=[CH:3][C:4]2=[N:11][N:10]=1, predict the reactants needed to synthesize it. The reactants are: Cl[C:2]1[CH:7]=[C:6]([CH3:8])[N:5]2[C:9]([C:12]3[CH:17]=[CH:16][CH:15]=[CH:14][C:13]=3[Cl:18])=[N:10][N:11]=[C:4]2[CH:3]=1.[CH:19]1([NH:22][C:23](=[O:40])[C:24]2[CH:29]=[CH:28][C:27]([CH3:30])=[C:26](B3OC(C)(C)C(C)(C)O3)[CH:25]=2)[CH2:21][CH2:20]1.O.C(=O)([O-])[O-].[Na+].[Na+]. (2) Given the product [CH:11]([CH2:7][C:6](=[CH2:8])[C:5]([OH:10])=[O:9])=[CH:12][C:13]1[CH:18]=[CH:17][CH:16]=[CH:15][CH:14]=1.[C:19]([O:24][CH2:16][CH2:17][CH2:18][CH3:13])(=[O:23])[CH:20]=[CH2:21].[Na:1].[CH2:3]1[O:4][CH2:2]1.[C:19]([OH:24])(=[O:23])[C:20]([CH3:22])=[CH2:21], predict the reactants needed to synthesize it. The reactants are: [Na:1].[CH2:2]1[O:4][CH2:3]1.[C:5]([OH:10])(=[O:9])[C:6]([CH3:8])=[CH2:7].[CH2:11]=[CH:12][C:13]1[CH:18]=[CH:17][CH:16]=[CH:15][CH:14]=1.[C:19]([OH:24])(=[O:23])[C:20]([CH3:22])=[CH2:21].S(OOS([O-])(=O)=O)([O-])(=O)=O.[NH4+].[NH4+]. (3) Given the product [F:37][C:31]1[CH:32]=[CH:33][C:34]([F:36])=[CH:35][C:30]=1[O:29][C:20]1[N:21]=[C:22]([O:25][CH2:26][CH2:27][CH3:28])[C:23]2[N:24]=[C:16]([C:12]3[CH:11]=[C:10]([CH3:38])[C:9]([O:8][CH2:7][C:6]([OH:39])=[O:5])=[C:14]([CH3:15])[CH:13]=3)[O:17][C:18]=2[N:19]=1, predict the reactants needed to synthesize it. The reactants are: C([O:5][C:6](=[O:39])[CH2:7][O:8][C:9]1[C:14]([CH3:15])=[CH:13][C:12]([C:16]2[O:17][C:18]3[N:19]=[C:20]([O:29][C:30]4[CH:35]=[C:34]([F:36])[CH:33]=[CH:32][C:31]=4[F:37])[N:21]=[C:22]([O:25][CH2:26][CH2:27][CH3:28])[C:23]=3[N:24]=2)=[CH:11][C:10]=1[CH3:38])(C)(C)C.FC(F)(F)C(O)=O. (4) Given the product [F:39][C:15]([F:14])([C:33]1[CH:38]=[CH:37][CH:36]=[CH:35][N:34]=1)[C@@H:16]([NH:17][C@H:18]([C:24]12[O:25][CH2:26][C:27]([CH3:32])([CH2:28][O:29]1)[CH2:30][O:31]2)[CH2:19][C:20]([CH3:23])([CH3:22])[CH3:21])[C:2]1[CH:7]=[CH:6][C:5]([F:8])=[CH:4][CH:3]=1, predict the reactants needed to synthesize it. The reactants are: Br[C:2]1[CH:7]=[CH:6][C:5]([F:8])=[CH:4][CH:3]=1.[Li]CCCC.[F:14][C:15]([F:39])([C:33]1[CH:38]=[CH:37][CH:36]=[CH:35][N:34]=1)[CH:16]=[N:17][C@H:18]([C:24]12[O:31][CH2:30][C:27]([CH3:32])([CH2:28][O:29]1)[CH2:26][O:25]2)[CH2:19][C:20]([CH3:23])([CH3:22])[CH3:21].O.